This data is from Catalyst prediction with 721,799 reactions and 888 catalyst types from USPTO. The task is: Predict which catalyst facilitates the given reaction. (1) Reactant: C(OC([N:8]1[C:12]([C:13]2[CH:18]=[CH:17][C:16]([C:19]#[C:20][C:21]3[CH:26]=[CH:25][CH:24]=[CH:23][CH:22]=3)=[CH:15][CH:14]=2)=[CH:11][N:10]=[C:9]1[NH:27]C(OC(C)(C)C)=O)=O)(C)(C)C.FC(F)(F)C(O)=O.C1(C)C=CC=CC=1. Product: [C:21]1([C:20]#[C:19][C:16]2[CH:17]=[CH:18][C:13]([C:12]3[NH:8][C:9]([NH2:27])=[N:10][CH:11]=3)=[CH:14][CH:15]=2)[CH:26]=[CH:25][CH:24]=[CH:23][CH:22]=1. The catalyst class is: 4. (2) Reactant: C([N:8]1[CH2:14][C:13]2[N:15]=[CH:16][C:17]([N:19]([CH:21]3[CH2:24][CH2:23][CH2:22]3)[CH3:20])=[N:18][C:12]=2[O:11][CH2:10][CH2:9]1)C1C=CC=CC=1.C(OCC)(=O)C.[ClH:31]. Product: [ClH:31].[CH:21]1([N:19]([CH3:20])[C:17]2[CH:16]=[N:15][C:13]3[CH2:14][NH:8][CH2:9][CH2:10][O:11][C:12]=3[N:18]=2)[CH2:22][CH2:23][CH2:24]1. The catalyst class is: 105. (3) Product: [CH:5]1([CH:3]([OH:4])[CH2:2][NH:1][C:11](=[O:12])[O:13][C:14]([CH3:17])([CH3:16])[CH3:15])[CH2:10][CH2:9][CH2:8][CH2:7][CH2:6]1. Reactant: [NH2:1][CH2:2][CH:3]([CH:5]1[CH2:10][CH2:9][CH2:8][CH2:7][CH2:6]1)[OH:4].[C:11](O[C:11]([O:13][C:14]([CH3:17])([CH3:16])[CH3:15])=[O:12])([O:13][C:14]([CH3:17])([CH3:16])[CH3:15])=[O:12]. The catalyst class is: 1. (4) Reactant: [F:1][C:2]([F:34])([F:33])[C:3]1[CH:8]=[CH:7][C:6]([NH:9][C:10]2[N:32]=[C:13]3[CH:14]=[CH:15][CH:16]=[C:17]([O:18][C@H:19]4[CH2:24][CH2:23][CH2:22][N:21](C(OC(C)(C)C)=O)[CH2:20]4)[N:12]3[N:11]=2)=[CH:5][CH:4]=1.FC(F)(F)C(O)=O. Product: [NH:21]1[CH2:22][CH2:23][CH2:24][C@H:19]([O:18][C:17]2[N:12]3[N:11]=[C:10]([NH:9][C:6]4[CH:7]=[CH:8][C:3]([C:2]([F:34])([F:1])[F:33])=[CH:4][CH:5]=4)[N:32]=[C:13]3[CH:14]=[CH:15][CH:16]=2)[CH2:20]1. The catalyst class is: 2. (5) Product: [Cl:2][C:3]1[N:4]([NH:8][CH2:9][C:10]2[CH:11]=[CH:12][CH:13]=[CH:14][CH:15]=2)[CH2:5][CH2:6][N:7]=1. The catalyst class is: 6. Reactant: I.[Cl:2][C:3]1[N:4]([NH:8][CH2:9][C:10]2[CH:15]=[CH:14][CH:13]=[CH:12][CH:11]=2)[CH2:5][CH2:6][N:7]=1.[OH-].[Na+].C(Cl)Cl.